Dataset: Forward reaction prediction with 1.9M reactions from USPTO patents (1976-2016). Task: Predict the product of the given reaction. (1) Given the reactants [Br:1][C:2]1[N:3]=[C:4]([C:18]([F:21])([F:20])[F:19])[C:5]([C:15](O)=[O:16])=[N:6][C:7]=1[C:8]1[CH:13]=[CH:12][C:11]([Cl:14])=[CH:10][CH:9]=1.ClC(N(C)C)=C(C)C.[NH2:30][C@@H:31]1[CH2:36][CH2:35][CH2:34][CH2:33][C@H:32]1[OH:37].C(N(C(C)C)C(C)C)C.C(O)(=O)CC(CC(O)=O)(C(O)=O)O, predict the reaction product. The product is: [OH:37][C@@H:32]1[CH2:33][CH2:34][CH2:35][CH2:36][C@H:31]1[NH:30][C:15]([C:5]1[C:4]([C:18]([F:20])([F:21])[F:19])=[N:3][C:2]([Br:1])=[C:7]([C:8]2[CH:13]=[CH:12][C:11]([Cl:14])=[CH:10][CH:9]=2)[N:6]=1)=[O:16]. (2) Given the reactants [NH:1]1[C:9]2[C:4](=[C:5]([CH2:10][CH2:11][CH2:12][OH:13])[CH:6]=[CH:7][CH:8]=2)[CH:3]=[CH:2]1.[C:14]1([SH:20])[CH:19]=[CH:18][CH:17]=[CH:16][CH:15]=1.[I-].[K+].II, predict the reaction product. The product is: [C:14]1([S:20][C:3]2[C:4]3[C:9](=[CH:8][CH:7]=[CH:6][C:5]=3[CH2:10][CH2:11][CH2:12][OH:13])[NH:1][CH:2]=2)[CH:19]=[CH:18][CH:17]=[CH:16][CH:15]=1.